Predict the reactants needed to synthesize the given product. From a dataset of Full USPTO retrosynthesis dataset with 1.9M reactions from patents (1976-2016). The reactants are: [F:1][C:2]1[CH:3]=[C:4]([NH:9][C:10]([C:12]2[CH:13]=[C:14]([S:18](Cl)(=[O:20])=[O:19])[S:15][C:16]=2[CH3:17])=[O:11])[CH:5]=[CH:6][C:7]=1[F:8].[NH2:22][C@@H:23]([CH2:25][CH3:26])[CH3:24].C(N(C(C)C)CC)(C)C. Given the product [F:1][C:2]1[CH:3]=[C:4]([NH:9][C:10]([C:12]2[CH:13]=[C:14]([S:18](=[O:20])(=[O:19])[NH:22][C@H:23]([CH3:24])[CH2:25][CH3:26])[S:15][C:16]=2[CH3:17])=[O:11])[CH:5]=[CH:6][C:7]=1[F:8], predict the reactants needed to synthesize it.